Regression. Given a peptide amino acid sequence and an MHC pseudo amino acid sequence, predict their binding affinity value. This is MHC class I binding data. From a dataset of Peptide-MHC class I binding affinity with 185,985 pairs from IEDB/IMGT. (1) The peptide sequence is GQFNRYAAM. The binding affinity (normalized) is 0.630. The MHC is BoLA-T2b with pseudo-sequence BoLA-T2b. (2) The peptide sequence is KIGEVIGPK. The MHC is HLA-A31:01 with pseudo-sequence HLA-A31:01. The binding affinity (normalized) is 0.418. (3) The binding affinity (normalized) is 0.367. The MHC is HLA-A11:01 with pseudo-sequence HLA-A11:01. The peptide sequence is FSSQLGLFY. (4) The binding affinity (normalized) is 0.256. The MHC is Mamu-B17 with pseudo-sequence Mamu-B17. The peptide sequence is GEGGGNSSWPW. (5) The peptide sequence is KIAPGIADIR. The MHC is HLA-A68:01 with pseudo-sequence HLA-A68:01. The binding affinity (normalized) is 0.206. (6) The peptide sequence is AAVSHLTTL. The MHC is HLA-A24:02 with pseudo-sequence HLA-A24:02. The binding affinity (normalized) is 0.286. (7) The peptide sequence is FLYDRLAST. The MHC is HLA-B18:01 with pseudo-sequence HLA-B18:01. The binding affinity (normalized) is 0.0847. (8) The peptide sequence is RPDTRHLRV. The MHC is HLA-A31:01 with pseudo-sequence HLA-A31:01. The binding affinity (normalized) is 0.0221.